This data is from Forward reaction prediction with 1.9M reactions from USPTO patents (1976-2016). The task is: Predict the product of the given reaction. (1) Given the reactants CC1(C)C(C)(C)OB([C:9]2[CH:21]=[CH:20][C:12]3[N:13]=[C:14]([NH:16][C:17](=[O:19])[CH3:18])[S:15][C:11]=3[CH:10]=2)O1.Br[C:24]1[N:25]=[C:26]([S:29]([C:32]2[CH:37]=[CH:36][C:35]([F:38])=[CH:34][CH:33]=2)(=[O:31])=[O:30])[S:27][CH:28]=1.C([O-])([O-])=O.[Na+].[Na+].O1CCOCC1, predict the reaction product. The product is: [F:38][C:35]1[CH:34]=[CH:33][C:32]([S:29]([C:26]2[S:27][CH:28]=[C:24]([C:9]3[CH:21]=[CH:20][C:12]4[N:13]=[C:14]([NH:16][C:17](=[O:19])[CH3:18])[S:15][C:11]=4[CH:10]=3)[N:25]=2)(=[O:31])=[O:30])=[CH:37][CH:36]=1. (2) Given the reactants [Br:1][C:2]1[CH:3]=[C:4]2[C:9](=[CH:10][CH:11]=1)[CH:8]=[C:7]([CH2:12][OH:13])[CH:6]=[CH:5]2.[Cr](Cl)([O-])(=O)=O.[NH+]1C=CC=CC=1, predict the reaction product. The product is: [Br:1][C:2]1[CH:3]=[C:4]2[C:9](=[CH:10][CH:11]=1)[CH:8]=[C:7]([CH:12]=[O:13])[CH:6]=[CH:5]2. (3) Given the reactants CC([O-])(C)C.[K+].[F:7][C:8]([F:24])([F:23])[C:9]([C:15]1[CH:20]=[CH:19][C:18]([CH:21]=[CH2:22])=[CH:17][CH:16]=1)([OH:14])[C:10]([F:13])([F:12])[F:11].Br[CH2:26][C:27]([O:29][C:30]([CH3:33])([CH3:32])[CH3:31])=[O:28], predict the reaction product. The product is: [F:7][C:8]([F:23])([F:24])[C:9]([C:10]([F:12])([F:11])[F:13])([C:15]1[CH:20]=[CH:19][C:18]([CH:21]=[CH2:22])=[CH:17][CH:16]=1)[O:14][CH2:26][C:27]([O:29][C:30]([CH3:33])([CH3:32])[CH3:31])=[O:28]. (4) Given the reactants [CH3:1][N:2]([CH3:27])[CH2:3][CH2:4][O:5][C:6]1[CH:7]=[CH:8][C:9]([C:12]([C:14]2[CH:19]=[CH:18][C:17]([O:20]C3CCCCO3)=[CH:16][CH:15]=2)=O)=[N:10][CH:11]=1.[C:28]([C:32]1[CH:37]=[CH:36][CH:35]=[CH:34][CH:33]=1)(=O)[CH2:29][CH3:30], predict the reaction product. The product is: [CH3:27][N:2]([CH3:1])[CH2:3][CH2:4][O:5][C:6]1[CH:7]=[CH:8][C:9]([C:12]([C:14]2[CH:15]=[CH:16][C:17]([OH:20])=[CH:18][CH:19]=2)=[C:28]([C:32]2[CH:37]=[CH:36][CH:35]=[CH:34][CH:33]=2)[CH2:29][CH3:30])=[N:10][CH:11]=1. (5) Given the reactants Br[C:2]1[C:15]2[CH2:14][CH2:13][N:12]3[C:8](=[N:9][C:10]([C:16]4[CH:21]=[CH:20][CH:19]=[CH:18][CH:17]=4)=[CH:11]3)[CH:7]([O:22][CH:23]3[CH2:28][CH2:27][N:26]([CH3:29])[CH2:25][CH2:24]3)[C:6]=2[CH:5]=[CH:4][CH:3]=1.[CH3:30][NH2:31].CO.C(=O)([O-])[O-].[Cs+].[Cs+], predict the reaction product. The product is: [CH3:30][NH:31][C:2]1[C:15]2[CH2:14][CH2:13][N:12]3[C:8](=[N:9][C:10]([C:16]4[CH:21]=[CH:20][CH:19]=[CH:18][CH:17]=4)=[CH:11]3)[CH:7]([O:22][CH:23]3[CH2:28][CH2:27][N:26]([CH3:29])[CH2:25][CH2:24]3)[C:6]=2[CH:5]=[CH:4][CH:3]=1. (6) Given the reactants [C:1]([O:4][C@@H:5]1[C@:21]2([CH3:22])[C@H:8]([C@H:9]3[C@H:18]([CH2:19][CH2:20]2)[C:17]2[CH:16]=[C:15]([O:23][CH3:24])[C:14]([O:25][CH2:26][O:27][P:28]([O:38]CC4C=CC=CC=4)([O:30]CC4C=CC=CC=4)=[O:29])=[CH:13][C:12]=2[CH2:11][CH2:10]3)[CH2:7][CH2:6]1)(=[O:3])[CH3:2].O.C(=O)([O-])[O-].[Na+:51].[Na+], predict the reaction product. The product is: [P:28]([O-:30])([O-:38])([O:27][CH2:26][O:25][C:14]1[C:15]([O:23][CH3:24])=[CH:16][C:17]2[C@@H:18]3[C@@H:9]([CH2:10][CH2:11][C:12]=2[CH:13]=1)[C@H:8]1[C@@:21]([CH3:22])([C@@H:5]([O:4][C:1](=[O:3])[CH3:2])[CH2:6][CH2:7]1)[CH2:20][CH2:19]3)=[O:29].[Na+:51].[Na+:51]. (7) Given the reactants F[C:2]1[CH:3]=[C:4]([CH:7]=[CH:8][CH:9]=1)[C:5]#[N:6].[CH3:10][O:11][C:12](=[O:23])[CH2:13][O:14][C:15]1[CH:20]=[CH:19][C:18]([OH:21])=[CH:17][C:16]=1[CH3:22], predict the reaction product. The product is: [CH3:10][O:11][C:12](=[O:23])[CH2:13][O:14][C:15]1[CH:20]=[CH:19][C:18]([O:21][C:2]2[CH:9]=[CH:8][CH:7]=[C:4]([CH2:5][NH2:6])[CH:3]=2)=[CH:17][C:16]=1[CH3:22]. (8) Given the reactants [CH3:1][O:2][C:3](=[O:27])[CH:4]([O:24][CH2:25][CH3:26])[CH2:5][C:6]1[CH:11]=[CH:10][C:9]([C:12]2([CH2:15][NH:16][CH2:17][CH2:18][CH2:19][CH2:20][CH2:21][CH2:22][CH3:23])[CH2:14][CH2:13]2)=[CH:8][CH:7]=1.[F:28][C:29]1[CH:34]=[C:33]([F:35])[CH:32]=[CH:31][C:30]=1[N:36]=[C:37]=[O:38].C(N(CC)C(C)C)(C)C.Cl, predict the reaction product. The product is: [CH3:1][O:2][C:3](=[O:27])[CH:4]([O:24][CH2:25][CH3:26])[CH2:5][C:6]1[CH:11]=[CH:10][C:9]([C:12]2([CH2:15][N:16]([CH2:17][CH2:18][CH2:19][CH2:20][CH2:21][CH2:22][CH3:23])[C:37]([NH:36][C:30]3[CH:31]=[CH:32][C:33]([F:35])=[CH:34][C:29]=3[F:28])=[O:38])[CH2:13][CH2:14]2)=[CH:8][CH:7]=1.